This data is from Catalyst prediction with 721,799 reactions and 888 catalyst types from USPTO. The task is: Predict which catalyst facilitates the given reaction. Reactant: C(OC([N:8]1[CH2:13][CH2:12][C:11]2[C:14]3[CH:20]=[CH:19][C:18]([S:21]([C:24]4[CH:29]=[CH:28][CH:27]=[C:26]([F:30])[CH:25]=4)(=[O:23])=[O:22])=[CH:17][C:15]=3[O:16][C:10]=2[C:9]1([CH3:32])[CH3:31])=O)(C)(C)C.O1CCOCC1. Product: [F:30][C:26]1[CH:25]=[C:24]([S:21]([C:18]2[CH:19]=[CH:20][C:14]3[C:11]4[CH2:12][CH2:13][NH:8][C:9]([CH3:32])([CH3:31])[C:10]=4[O:16][C:15]=3[CH:17]=2)(=[O:22])=[O:23])[CH:29]=[CH:28][CH:27]=1. The catalyst class is: 33.